This data is from Retrosynthesis with 50K atom-mapped reactions and 10 reaction types from USPTO. The task is: Predict the reactants needed to synthesize the given product. (1) Given the product CC(=O)c1cnc(Br)s1, predict the reactants needed to synthesize it. The reactants are: CC(O)c1cnc(Br)s1. (2) Given the product O=C(O)CNC(=O)c1c(O)ccc2nc(NCc3ccccc3)c(-c3ccccc3)nc12, predict the reactants needed to synthesize it. The reactants are: CCOC(=O)CNC(=O)c1c(O)ccc2nc(NCc3ccccc3)c(-c3ccccc3)nc12.